This data is from Reaction yield outcomes from USPTO patents with 853,638 reactions. The task is: Predict the reaction yield, written as a fraction of the theoretical maximum amount of product (1.0 means a 100% yield; for example, 0.34 means a 34% yield). (1) The reactants are [Cl:1][C:2]1[C:6]([Cl:7])=[C:5]([CH3:8])[NH:4][C:3]=1[C:9]([NH:11][C@@H:12]1[CH2:17][CH2:16][N:15]([C:18]2[S:19][C:20]([C:35]([O:37]C)=[O:36])=[C:21]([C:23]3[N:28]=[C:27]([N:29]4[CH2:34][CH2:33][CH2:32][CH2:31][CH2:30]4)[CH:26]=[CH:25][N:24]=3)[N:22]=2)[CH2:14][C@@H:13]1[O:39][CH3:40])=[O:10].[OH-].[Li+]. The catalyst is O1CCCC1.O. The product is [Cl:1][C:2]1[C:6]([Cl:7])=[C:5]([CH3:8])[NH:4][C:3]=1[C:9]([NH:11][C@@H:12]1[CH2:17][CH2:16][N:15]([C:18]2[S:19][C:20]([C:35]([OH:37])=[O:36])=[C:21]([C:23]3[N:28]=[C:27]([N:29]4[CH2:30][CH2:31][CH2:32][CH2:33][CH2:34]4)[CH:26]=[CH:25][N:24]=3)[N:22]=2)[CH2:14][C@@H:13]1[O:39][CH3:40])=[O:10]. The yield is 0.790. (2) The reactants are [C:1]1([C:7]2[C:11]([C:12]([F:15])([F:14])[F:13])=[C:10]([C:16]([OH:18])=O)[O:9][N:8]=2)[CH:6]=[CH:5][CH:4]=[CH:3][CH:2]=1.[Cl:19][C:20]1[CH:21]=[C:22]([CH:35]=[CH:36][C:37]=1[C:38](=[N:40]O)[NH2:39])[CH2:23][N:24]1[CH2:27][CH:26]([C:28]([O:30][C:31]([CH3:34])([CH3:33])[CH3:32])=[O:29])[CH2:25]1.C1N(P(Cl)(N2C(=O)OCC2)=O)C(=O)OC1.C(N(CC)CC)C. The catalyst is CN(C)C=O.ClCCl. The product is [Cl:19][C:20]1[CH:21]=[C:22]([CH:35]=[CH:36][C:37]=1[C:38]1[N:40]=[C:16]([C:10]2[O:9][N:8]=[C:7]([C:1]3[CH:2]=[CH:3][CH:4]=[CH:5][CH:6]=3)[C:11]=2[C:12]([F:13])([F:14])[F:15])[O:18][N:39]=1)[CH2:23][N:24]1[CH2:27][CH:26]([C:28]([O:30][C:31]([CH3:33])([CH3:34])[CH3:32])=[O:29])[CH2:25]1. The yield is 0.220. (3) The reactants are [F:1][C:2]1[CH:52]=[CH:51][CH:50]=[C:49]([F:53])[C:3]=1[C:4]([NH:6][C:7]1[CH:12]=[CH:11][CH:10]=[C:9]([C:13]2[C:21]([C:22]3[CH:27]=[CH:26][N:25]=[C:24]([NH:28][C:29]4[CH:34]=[CH:33][CH:32]=[C:31]([CH2:35][N:36]([CH2:43][CH2:44][S:45]([CH3:48])(=[O:47])=[O:46])C(=O)C(F)(F)F)[CH:30]=4)[N:23]=3)=[C:16]3[CH:17]=[CH:18][CH:19]=[CH:20][N:15]3[N:14]=2)[CH:8]=1)=[O:5].O[Li].O. The catalyst is C1COCC1.O.CCOC(C)=O. The product is [F:53][C:49]1[CH:50]=[CH:51][CH:52]=[C:2]([F:1])[C:3]=1[C:4]([NH:6][C:7]1[CH:12]=[CH:11][CH:10]=[C:9]([C:13]2[C:21]([C:22]3[CH:27]=[CH:26][N:25]=[C:24]([NH:28][C:29]4[CH:34]=[CH:33][CH:32]=[C:31]([CH2:35][NH:36][CH2:43][CH2:44][S:45]([CH3:48])(=[O:47])=[O:46])[CH:30]=4)[N:23]=3)=[C:16]3[CH:17]=[CH:18][CH:19]=[CH:20][N:15]3[N:14]=2)[CH:8]=1)=[O:5]. The yield is 0.840. (4) The reactants are [Br:1][C:2]1[O:6][C:5]([CH2:7][CH2:8][OH:9])=[N:4][C:3]=1[C:10]1[CH:15]=[CH:14][C:13]([C:16]([F:19])([F:18])[F:17])=[CH:12][CH:11]=1.C(N(CC)CC)C.[CH3:27][S:28](Cl)(=[O:30])=[O:29].O. The catalyst is C(Cl)Cl. The product is [CH3:27][S:28]([O:9][CH2:8][CH2:7][C:5]1[O:6][C:2]([Br:1])=[C:3]([C:10]2[CH:11]=[CH:12][C:13]([C:16]([F:19])([F:17])[F:18])=[CH:14][CH:15]=2)[N:4]=1)(=[O:30])=[O:29]. The yield is 0.920.